This data is from Forward reaction prediction with 1.9M reactions from USPTO patents (1976-2016). The task is: Predict the product of the given reaction. (1) Given the reactants [N+:1]([C:4]1[CH:5]=[C:6]([S:10](Cl)(=[O:12])=[O:11])[CH:7]=[CH:8][CH:9]=1)([O-:3])=[O:2].[CH3:14][N:15]([CH3:20])[CH2:16][CH2:17][CH2:18][NH2:19].C(N(CC)CC)C.O, predict the reaction product. The product is: [CH3:14][N:15]([CH3:20])[CH2:16][CH2:17][CH2:18][NH:19][S:10]([C:6]1[CH:7]=[CH:8][CH:9]=[C:4]([N+:1]([O-:3])=[O:2])[CH:5]=1)(=[O:12])=[O:11]. (2) Given the reactants [Cl:1][C:2]1[CH:7]=[C:6]([C:8]2[CH:9]=[C:10]([OH:14])[CH:11]=[CH:12][CH:13]=2)[N:5]=[C:4]2[N:15]([CH:18]([CH3:20])[CH3:19])[N:16]=[CH:17][C:3]=12.C([O-])([O-])=O.[K+].[K+].Cl[CH2:28][CH:29]1[CH2:31][O:30]1.O, predict the reaction product. The product is: [Cl:1][C:2]1[CH:7]=[C:6]([C:8]2[CH:13]=[CH:12][CH:11]=[C:10]([O:14][CH2:28][CH:29]3[CH2:31][O:30]3)[CH:9]=2)[N:5]=[C:4]2[N:15]([CH:18]([CH3:20])[CH3:19])[N:16]=[CH:17][C:3]=12.